This data is from Forward reaction prediction with 1.9M reactions from USPTO patents (1976-2016). The task is: Predict the product of the given reaction. (1) Given the reactants Cl[C:2]1[C:7]([S:8]([N:11]2[CH2:32][CH2:31][C:14]3([C:18](=[O:19])[N:17]([C:20]4[CH:25]=[CH:24][C:23]([O:26][C:27]([F:30])([F:29])[F:28])=[CH:22][CH:21]=4)[CH2:16][CH2:15]3)[CH2:13][CH2:12]2)(=[O:10])=[O:9])=[CH:6][CH:5]=[CH:4][N:3]=1.[CH2:33]([CH2:35][NH2:36])[OH:34], predict the reaction product. The product is: [OH:34][CH2:33][CH2:35][NH:36][C:2]1[C:7]([S:8]([N:11]2[CH2:12][CH2:13][C:14]3([C:18](=[O:19])[N:17]([C:20]4[CH:21]=[CH:22][C:23]([O:26][C:27]([F:28])([F:30])[F:29])=[CH:24][CH:25]=4)[CH2:16][CH2:15]3)[CH2:31][CH2:32]2)(=[O:10])=[O:9])=[CH:6][CH:5]=[CH:4][N:3]=1. (2) The product is: [CH3:13][C:8]1[N:7]=[C:6]([C:2]2[S:16][C:15]([NH2:17])=[N:14][C:3]=2[CH3:4])[CH:11]=[C:10]([CH3:12])[N:9]=1. Given the reactants Br[CH:2]([C:6]1[CH:11]=[C:10]([CH3:12])[N:9]=[C:8]([CH3:13])[N:7]=1)[C:3](=O)[CH3:4].[NH2:14][C:15]([NH2:17])=[S:16], predict the reaction product. (3) Given the reactants Cl[C:2]1[N:7]=[C:6]([N:8]([CH3:18])[C:9]2[CH:14]=[CH:13][CH:12]=[C:11]([N+:15]([O-:17])=[O:16])[CH:10]=2)[C:5]([Cl:19])=[CH:4][N:3]=1.[CH3:20][N:21]1[CH2:26][CH2:25][CH:24]([N:27]2[CH:31]=[C:30]([NH2:32])[CH:29]=[N:28]2)[CH2:23][CH2:22]1.FC(F)(F)C(O)=O, predict the reaction product. The product is: [Cl:19][C:5]1[C:6]([N:8]([CH3:18])[C:9]2[CH:14]=[CH:13][CH:12]=[C:11]([N+:15]([O-:17])=[O:16])[CH:10]=2)=[N:7][C:2]([NH:32][C:30]2[CH:29]=[N:28][N:27]([CH:24]3[CH2:25][CH2:26][N:21]([CH3:20])[CH2:22][CH2:23]3)[CH:31]=2)=[N:3][CH:4]=1. (4) Given the reactants [C:1]([C:6]1[CH:7]=[N:8][C:9]2[C:14]([C:15]=1[NH:16][C@H:17]1[CH2:22][CH2:21][C@H:20]([NH:23]C(=O)OC(C)(C)C)[CH2:19][CH2:18]1)=[CH:13][C:12]([C:31]1[CH:36]=[C:35]([O:37][CH3:38])[C:34]([OH:39])=[C:33]([Cl:40])[CH:32]=1)=[CH:11][CH:10]=2)(=[O:5])[CH2:2][CH2:3][CH3:4].O.Cl, predict the reaction product. The product is: [NH2:23][C@H:20]1[CH2:21][CH2:22][C@H:17]([NH:16][C:15]2[C:14]3[C:9](=[CH:10][CH:11]=[C:12]([C:31]4[CH:36]=[C:35]([O:37][CH3:38])[C:34]([OH:39])=[C:33]([Cl:40])[CH:32]=4)[CH:13]=3)[N:8]=[CH:7][C:6]=2[C:1](=[O:5])[CH2:2][CH2:3][CH3:4])[CH2:18][CH2:19]1. (5) Given the reactants [I-:1].[NH:2]1[C:10]2[C:5](=[CH:6][CH:7]=[CH:8][CH:9]=2)[C:4]([CH2:11][N+](C)(C)C)=[N:3]1.[C:16]1([P:22]([C:29]2[CH:34]=[CH:33][CH:32]=[CH:31][CH:30]=2)[C:23]2[CH:28]=[CH:27][CH:26]=[CH:25][CH:24]=2)[CH:21]=[CH:20][CH:19]=[CH:18][CH:17]=1.C(OCC)C, predict the reaction product. The product is: [I-:1].[NH:2]1[C:10]2[C:5](=[CH:6][CH:7]=[CH:8][CH:9]=2)[C:4]([CH2:11][P+:22]([C:23]2[CH:24]=[CH:25][CH:26]=[CH:27][CH:28]=2)([C:29]2[CH:34]=[CH:33][CH:32]=[CH:31][CH:30]=2)[C:16]2[CH:17]=[CH:18][CH:19]=[CH:20][CH:21]=2)=[N:3]1. (6) Given the reactants Br[C:2]1[CH:7]=[CH:6][CH:5]=[CH:4][C:3]=1[CH:8]1[N:13]2[CH:14]=[N:15][CH:16]=[C:12]2[CH2:11][CH2:10][CH2:9]1.[S:17]1[CH:21]=[CH:20][CH:19]=[C:18]1B(O)O.C([O-])([O-])=O.[Na+].[Na+], predict the reaction product. The product is: [S:17]1[CH:21]=[CH:20][CH:19]=[C:18]1[C:2]1[CH:7]=[CH:6][CH:5]=[CH:4][C:3]=1[CH:8]1[N:13]2[CH:14]=[N:15][CH:16]=[C:12]2[CH2:11][CH2:10][CH2:9]1.